From a dataset of Reaction yield outcomes from USPTO patents with 853,638 reactions. Predict the reaction yield, written as a fraction of the theoretical maximum amount of product (1.0 means a 100% yield; for example, 0.34 means a 34% yield). (1) The reactants are [C:1]([O:6][CH2:7][CH3:8])(=[O:5])[C:2]#[C:3][CH3:4].C(N(CC)CC)C.[OH:16]/[N:17]=[C:18](\Cl)/[C:19]1[CH:24]=[CH:23][CH:22]=[CH:21][C:20]=1[F:25]. The catalyst is C(O)C. The product is [CH2:7]([O:6][C:1]([C:2]1[C:18]([C:19]2[CH:24]=[CH:23][CH:22]=[CH:21][C:20]=2[F:25])=[N:17][O:16][C:3]=1[CH3:4])=[O:5])[CH3:8]. The yield is 0.620. (2) The reactants are [C:1]([O:5][C:6](=[O:19])[NH:7][CH2:8][CH2:9][CH2:10][C:11](=O)[C:12]1[CH:17]=[CH:16][CH:15]=[CH:14][CH:13]=1)([CH3:4])([CH3:3])[CH3:2].[F:20][C:21]1[CH:22]=[C:23]([CH:28]=[CH:29][CH:30]=1)[C:24]([NH:26][NH2:27])=[S:25]. The catalyst is C(O)C.C(Cl)Cl. The product is [C:1]([O:5][C:6](=[O:19])[NH:7][CH2:8][CH2:9][CH2:10][C:11]1([C:12]2[CH:17]=[CH:16][CH:15]=[CH:14][CH:13]=2)[NH:27][N:26]=[C:24]([C:23]2[CH:28]=[CH:29][CH:30]=[C:21]([F:20])[CH:22]=2)[S:25]1)([CH3:4])([CH3:3])[CH3:2]. The yield is 0.900. (3) The reactants are [Cl:1][C:2]1[CH:7]=[C:6]([N+:8]([O-])=O)[CH:5]=[C:4]([Cl:11])[C:3]=1[S:12][C:13]1[CH:22]=[CH:21][C:20]2[C:15](=[CH:16][CH:17]=[CH:18][CH:19]=2)[CH:14]=1.O.O.[Sn](Cl)Cl.[OH-].[Na+]. The catalyst is CCOC(C)=O. The product is [Cl:11][C:4]1[CH:5]=[C:6]([NH2:8])[CH:7]=[C:2]([Cl:1])[C:3]=1[S:12][C:13]1[CH:22]=[CH:21][C:20]2[C:15](=[CH:16][CH:17]=[CH:18][CH:19]=2)[CH:14]=1. The yield is 0.840. (4) The reactants are [NH2:1][C@H:2]1[CH2:7][CH2:6][C@H:5]([NH2:8])[CH2:4][CH2:3]1.O.C1COCC1.[C:15]([O:19][C:20](O[C:20]([O:19][C:15]([CH3:18])([CH3:17])[CH3:16])=[O:21])=[O:21])([CH3:18])([CH3:17])[CH3:16]. No catalyst specified. The product is [C:15]([O:19][C:20]([NH:1][CH:2]1[CH2:7][CH2:6][CH:5]([NH2:8])[CH2:4][CH2:3]1)=[O:21])([CH3:18])([CH3:17])[CH3:16]. The yield is 0.0630. (5) The reactants are [NH:1]1[CH2:6][CH2:5][CH2:4][CH2:3][CH:2]1[C:7]([O:9][CH2:10][CH3:11])=[O:8].C(N(CC)CC)C.[N+:19]([C:22]1[CH:23]=[C:24]([S:28](Cl)(=[O:30])=[O:29])[CH:25]=[CH:26][CH:27]=1)([O-:21])=[O:20]. The catalyst is CN(C=O)C. The product is [N+:19]([C:22]1[CH:23]=[C:24]([S:28]([N:1]2[CH2:6][CH2:5][CH2:4][CH2:3][CH:2]2[C:7]([O:9][CH2:10][CH3:11])=[O:8])(=[O:30])=[O:29])[CH:25]=[CH:26][CH:27]=1)([O-:21])=[O:20]. The yield is 0.890. (6) The reactants are Br[C:2]1[S:3][C:4]2[CH:10]=[C:9]([CH2:11][OH:12])[CH:8]=[CH:7][C:5]=2[N:6]=1.CCN(C(C)C)C(C)C.[NH2:22][C@@H:23]1[CH2:28][CH2:27][CH2:26][CH2:25][C@H:24]1[OH:29]. The catalyst is CC(N(C)C)=O. The product is [OH:12][CH2:11][C:9]1[CH:8]=[CH:7][C:5]2[N:6]=[C:2]([NH:22][C@@H:23]3[CH2:28][CH2:27][CH2:26][CH2:25][C@H:24]3[OH:29])[S:3][C:4]=2[CH:10]=1. The yield is 1.00.